Dataset: Forward reaction prediction with 1.9M reactions from USPTO patents (1976-2016). Task: Predict the product of the given reaction. (1) Given the reactants [NH2:1][C:2]1[CH:10]=[CH:9][C:8]([O:11][CH2:12][CH2:13][CH3:14])=[CH:7][C:3]=1[C:4]([NH2:6])=[O:5].[C:15](Cl)(=[O:22])[C:16]1[CH:21]=[CH:20][CH:19]=[N:18][CH:17]=1, predict the reaction product. The product is: [C:4]([C:3]1[CH:7]=[C:8]([O:11][CH2:12][CH2:13][CH3:14])[CH:9]=[CH:10][C:2]=1[NH:1][C:15](=[O:22])[C:16]1[CH:21]=[CH:20][CH:19]=[N:18][CH:17]=1)(=[O:5])[NH2:6]. (2) The product is: [Cl:28][C:25]1[CH:24]=[CH:23][C:22]([CH2:21][N:9]2[C:8]3[C:12](=[N:13][C:5]([C:3]([OH:4])=[O:2])=[N:6][C:7]=3[NH:29][C@@H:30]([CH:35]3[CH2:36][CH2:37][CH2:38]3)[CH2:31][CH2:32][CH2:33][OH:34])[N:11]=[C:10]2[C:14]2[CH:19]=[CH:18][CH:17]=[C:16]([CH3:20])[CH:15]=2)=[CH:27][CH:26]=1. Given the reactants C[O:2][C:3]([C:5]1[N:13]=[C:12]2[C:8]([N:9]([CH2:21][C:22]3[CH:27]=[CH:26][C:25]([Cl:28])=[CH:24][CH:23]=3)[C:10]([C:14]3[CH:19]=[CH:18][CH:17]=[C:16]([CH3:20])[CH:15]=3)=[N:11]2)=[C:7]([NH:29][C@@H:30]([CH:35]2[CH2:38][CH2:37][CH2:36]2)[CH2:31][CH2:32][CH2:33][OH:34])[N:6]=1)=[O:4].[OH-].[Li+].Cl, predict the reaction product. (3) Given the reactants [F:1][C:2]1[CH:3]=[C:4]([C@H:12]([NH:23][C:24]([N:26]2[CH2:35][CH2:34][C:33]3[CH:32]=[N:31][C:30]([NH:36][C@@H:37]([CH3:40])[CH2:38][OH:39])=[N:29][C:28]=3[CH2:27]2)=[O:25])[CH2:13][N:14](C)[C:15](=O)OC(C)(C)C)[CH:5]=[CH:6][C:7]=1[C:8]([F:11])([F:10])[F:9].C(O)(C(F)(F)F)=O.C(Cl)[Cl:49], predict the reaction product. The product is: [ClH:49].[F:1][C:2]1[CH:3]=[C:4]([C@H:12]([NH:23][C:24]([N:26]2[CH2:35][CH2:34][C:33]3[CH:32]=[N:31][C:30]([NH:36][C@@H:37]([CH3:40])[CH2:38][OH:39])=[N:29][C:28]=3[CH2:27]2)=[O:25])[CH2:13][NH:14][CH3:15])[CH:5]=[CH:6][C:7]=1[C:8]([F:10])([F:11])[F:9]. (4) The product is: [Cl:1][C:2]1[CH:3]=[CH:4][CH:5]=[C:6]2[C:10]=1[N:9]([CH:22]1[CH2:26][CH2:25][CH2:24][CH2:23]1)[N:8]=[C:7]2[C:11]1[CH:16]=[CH:15][C:14]([O:17][CH3:18])=[CH:13][C:12]=1[CH3:19]. Given the reactants [Cl:1][C:2]1[CH:3]=[CH:4][CH:5]=[C:6]2[C:10]=1[NH:9][N:8]=[C:7]2[C:11]1[CH:16]=[CH:15][C:14]([O:17][CH3:18])=[CH:13][C:12]=1[CH3:19].[H-].[Na+].[CH:22]1(Br)[CH2:26][CH2:25][CH2:24][CH2:23]1, predict the reaction product. (5) Given the reactants [F:1][C:2]1[CH:3]=[C:4]([OH:8])[CH:5]=[CH:6][CH:7]=1.P([O-])([O-])([O-])=O.[K+].[K+].[K+].[F:17][C:18]([F:31])([F:30])[S:19](O[S:19]([C:18]([F:31])([F:30])[F:17])(=[O:21])=[O:20])(=[O:21])=[O:20], predict the reaction product. The product is: [F:17][C:18]([F:31])([F:30])[S:19]([O:8][C:4]1[CH:5]=[CH:6][CH:7]=[C:2]([F:1])[CH:3]=1)(=[O:21])=[O:20]. (6) Given the reactants [N:1]1([CH2:7][C@@H:8]2[CH2:12][CH2:11][N:10]([C@H](C3C=CC=CC=3)C)[C@@H:9]2[C:21]([NH2:23])=[O:22])[CH2:6][CH2:5][O:4][CH2:3][CH2:2]1, predict the reaction product. The product is: [N:1]1([CH2:7][C@@H:8]2[CH2:12][CH2:11][NH:10][C@@H:9]2[C:21]([NH2:23])=[O:22])[CH2:6][CH2:5][O:4][CH2:3][CH2:2]1.